This data is from Catalyst prediction with 721,799 reactions and 888 catalyst types from USPTO. The task is: Predict which catalyst facilitates the given reaction. (1) Reactant: Br[C:2]1[CH:7]=[CH:6][C:5]([C:8]2[NH:12][C:11]([C@@H:13]3[CH2:17][CH2:16][CH2:15][N:14]3[C:18](=[O:28])[C@@H:19]([NH:23][C:24](=[O:27])[O:25][CH3:26])[CH:20]([CH3:22])[CH3:21])=[N:10][CH:9]=2)=[CH:4][C:3]=1[C:29]#[C:30][CH3:31].[B:32]1([B:32]2[O:36][C:35]([CH3:38])([CH3:37])[C:34]([CH3:40])([CH3:39])[O:33]2)[O:36][C:35]([CH3:38])([CH3:37])[C:34]([CH3:40])([CH3:39])[O:33]1.CC([O-])=O.[K+]. Product: [CH3:21][CH:20]([CH3:22])[C@H:19]([NH:23][C:24](=[O:27])[O:25][CH3:26])[C:18](=[O:28])[N:14]1[CH2:15][CH2:16][CH2:17][C@H:13]1[C:11]1[NH:12][C:8]([C:5]2[CH:6]=[CH:7][C:2]([B:32]3[O:36][C:35]([CH3:38])([CH3:37])[C:34]([CH3:40])([CH3:39])[O:33]3)=[C:3]([C:29]#[C:30][CH3:31])[CH:4]=2)=[CH:9][N:10]=1. The catalyst class is: 75. (2) Reactant: [Cl:1][C:2]1[CH:10]=[CH:9][C:5]([C:6](O)=[O:7])=[C:4]([F:11])[CH:3]=1.C(Cl)(=O)C(Cl)=O.[NH3:18]. Product: [Cl:1][C:2]1[CH:10]=[CH:9][C:5]([C:6]([NH2:18])=[O:7])=[C:4]([F:11])[CH:3]=1. The catalyst class is: 1. (3) Reactant: [CH3:1][O:2][C:3]1[CH:4]=[C:5]2[C:10](=[CH:11][CH:12]=1)[C:9](=[O:13])[CH2:8][CH2:7][CH2:6]2. The catalyst class is: 201. Product: [CH2:1]([O:2][C:3]1[CH:4]=[C:5]2[C:10](=[CH:11][CH:12]=1)[C:9](=[O:13])[CH2:8][CH2:7][CH2:6]2)[C:3]1[CH:4]=[CH:5][CH:10]=[CH:11][CH:12]=1. (4) Reactant: N1C(Cl)=NC(Cl)=NC=1Cl.[CH3:10][C:11]1([CH3:62])[C:15]2[C:16]3[C:21]([CH:22]=[CH:23][C:14]=2[N+:13]([CH2:24][CH2:25][CH2:26][CH2:27][S:28]([O-:31])(=[O:30])=[O:29])=[C:12]1/[CH:32]=[CH:33]/[CH:34]=[CH:35]/[CH:36]=[CH:37]/[CH:38]=[C:39]1\[C:40]([CH3:61])([CH3:60])[C:41]2[C:59]4[C:54](=[CH:55][CH:56]=[CH:57][CH:58]=4)[CH:53]=[CH:52][C:42]=2[N:43]\1[CH2:44][CH2:45][CH2:46][CH2:47][S:48]([O-:51])(=[O:50])=[O:49])=[CH:20][CH:19]=[CH:18][CH:17]=3.[Na+:63].[CH2:64]([NH2:82])[CH2:65][CH2:66][CH2:67][CH2:68][CH2:69][CH2:70][CH2:71][CH2:72][CH2:73][CH2:74][CH2:75][CH2:76][CH2:77][CH2:78][CH2:79][CH2:80][CH3:81]. Product: [CH3:10][C:11]1([CH3:62])[C:15]2[C:16]3[C:21]([CH:22]=[CH:23][C:14]=2[N+:13]([CH2:24][CH2:25][CH2:26][CH2:27][S:28]([O-:31])(=[O:30])=[O:29])=[C:12]1/[CH:32]=[CH:33]/[CH:34]=[CH:35]/[CH:36]=[CH:37]/[CH:38]=[C:39]1\[C:40]([CH3:61])([CH3:60])[C:41]2[C:59]4[C:54](=[CH:55][CH:56]=[CH:57][CH:58]=4)[CH:53]=[CH:52][C:42]=2[N:43]\1[CH2:44][CH2:45][CH2:46][CH2:47][S:48]([O-:51])(=[O:49])=[O:50])=[CH:20][CH:19]=[CH:18][CH:17]=3.[Na+:63].[CH2:64]([NH2:82])[CH2:65][CH2:66][CH2:67][CH2:68][CH2:69][CH2:70][CH2:71][CH2:72][CH2:73][CH2:74][CH2:75][CH2:76][CH2:77][CH2:78][CH2:79][CH2:80][CH3:81]. The catalyst class is: 2. (5) Reactant: [CH3:1][N:2]([CH3:13])[CH2:3][C:4]1[C:12]2[C:7](=[N:8][CH:9]=[CH:10][CH:11]=2)[NH:6][CH:5]=1.CN(C)C=O.[H-].[Na+].[CH:21]([Si:24](Cl)([CH:28]([CH3:30])[CH3:29])[CH:25]([CH3:27])[CH3:26])([CH3:23])[CH3:22]. Product: [CH3:1][N:2]([CH3:13])[CH2:3][C:4]1[C:12]2[C:7](=[N:8][CH:9]=[CH:10][CH:11]=2)[N:6]([Si:24]([CH:28]([CH3:30])[CH3:29])([CH:25]([CH3:27])[CH3:26])[CH:21]([CH3:23])[CH3:22])[CH:5]=1. The catalyst class is: 6.